Dataset: Reaction yield outcomes from USPTO patents with 853,638 reactions. Task: Predict the reaction yield, written as a fraction of the theoretical maximum amount of product (1.0 means a 100% yield; for example, 0.34 means a 34% yield). (1) The reactants are CC1C=CC(S(O[CH2:12][CH2:13][O:14][CH2:15][CH2:16][F:17])(=O)=O)=CC=1.[Cl:18][C:19]1[CH:24]=[CH:23][C:22]([C@H:25]2[C@H:30]([OH:31])[C@@H:29]([OH:32])[C@H:28]([OH:33])[C@@H:27]([CH2:34][OH:35])[O:26]2)=[CH:21][C:20]=1[CH2:36][C:37]1[CH:42]=[CH:41][C:40]([OH:43])=[CH:39][CH:38]=1.C(=O)([O-])[O-].[Cs+].[Cs+]. The product is [Cl:18][C:19]1[CH:24]=[CH:23][C:22]([C@H:25]2[C@H:30]([OH:31])[C@@H:29]([OH:32])[C@H:28]([OH:33])[C@@H:27]([CH2:34][OH:35])[O:26]2)=[CH:21][C:20]=1[CH2:36][C:37]1[CH:38]=[CH:39][C:40]([O:43][CH2:12][CH2:13][O:14][CH2:15][CH2:16][F:17])=[CH:41][CH:42]=1. The catalyst is CN(C=O)C.C(OCC)C. The yield is 0.0500. (2) The reactants are [OH:1][B:2]1[C:6]2[CH:7]=[C:8]([OH:12])[CH:9]=[C:10]([CH3:11])[C:5]=2[CH:4]([CH2:13][C:14]([O:16][CH2:17][CH3:18])=[O:15])[O:3]1.Cl[C:20]1[S:21][C:22]([C:25]#[N:26])=[CH:23][N:24]=1.C(=O)([O-])[O-].[Cs+].[Cs+]. The catalyst is CN(C=O)C. The product is [C:25]([C:22]1[S:21][C:20]([O:12][C:8]2[CH:9]=[C:10]([CH3:11])[C:5]3[CH:4]([CH2:13][C:14]([O:16][CH2:17][CH3:18])=[O:15])[O:3][B:2]([OH:1])[C:6]=3[CH:7]=2)=[N:24][CH:23]=1)#[N:26]. The yield is 0.800. (3) The reactants are [O:1]1[C:5]2([CH2:10][CH2:9][CH:8]([N:11]3[C:16](=[O:17])[C:15]([CH2:18][C:19]4[CH:24]=[CH:23][C:22]([C:25]5[C:26]([C:31]#[N:32])=[CH:27][CH:28]=[CH:29][CH:30]=5)=[CH:21][C:20]=4[F:33])=[C:14]([CH2:34][CH2:35][CH3:36])[N:13]4[N:37]=[CH:38][N:39]=[C:12]34)[CH2:7][CH2:6]2)OCC1.Cl.O1CCC[CH2:42]1. The catalyst is C(OCC)(=O)C. The product is [F:33][C:20]1[CH:21]=[C:22]([C:25]2[C:26]([C:31]#[N:32])=[CH:27][CH:28]=[CH:29][CH:30]=2)[CH:23]=[CH:24][C:19]=1[CH2:18][C:15]1[C:16](=[O:17])[N:11]([C@H:8]2[CH2:7][CH2:6][C@H:5]([OH:1])[CH2:10][CH2:9]2)[C:12]2[N:13]([N:37]=[C:38]([CH3:42])[N:39]=2)[C:14]=1[CH2:34][CH2:35][CH3:36]. The yield is 0.930. (4) The yield is 0.630. The product is [Cl:54][C:55]1[C:56]([F:64])=[C:57]([NH:61][C:62](=[O:63])[NH:32][C:33]2[CH:34]=[CH:35][C:36]([C:39]3[S:43][C:42]([CH:44]4[CH2:45][CH2:46][CH:47]([C:50]([O:52][CH3:53])=[O:51])[CH2:48][CH2:49]4)=[N:41][CH:40]=3)=[CH:37][CH:38]=2)[CH:58]=[CH:59][CH:60]=1. No catalyst specified. The reactants are FC(F)(F)C1C=C(NC(=O)NC2C=CC(C3SC(CCC(OC)=O)=NC=3)=CC=2)C=CC=1.[NH2:32][C:33]1[CH:38]=[CH:37][C:36]([C:39]2[S:43][C:42]([CH:44]3[CH2:49][CH2:48][CH:47]([C:50]([O:52][CH3:53])=[O:51])[CH2:46][CH2:45]3)=[N:41][CH:40]=2)=[CH:35][CH:34]=1.[Cl:54][C:55]1[C:56]([F:64])=[C:57]([N:61]=[C:62]=[O:63])[CH:58]=[CH:59][CH:60]=1. (5) The yield is 0.400. The catalyst is C(#N)C. The reactants are II.[CH3:3][C@@:4]12[C:12](=[O:13])[CH2:11][CH2:10][C@H:9]1[C@@H:8]1[CH2:14][CH2:15][C:16]3[C@@H:22]([C@H:7]1[CH2:6][CH2:5]2)[CH2:21][CH2:20][C:18](=[O:19])[CH:17]=3.O=O.S([O-])([O-])(=[O:27])=S.[Na+].[Na+].[CH:32]([OH:35])([CH3:34])[CH3:33]. The product is [CH3:3][C@@:4]12[C:12](=[O:13])[CH2:11][CH2:10][C@H:9]1[C@@H:8]1[CH2:14][C:15]([C:16]3[CH:17]=[C:18]([OH:19])[CH:20]=[CH:21][C:22]=3[C@H:7]1[CH2:6][CH2:5]2)=[O:27].[CH:32]([O:35][CH:4]([CH3:5])[CH3:3])([CH3:34])[CH3:33]. (6) The reactants are [NH2:1][C@H:2]1[CH2:5][C@H:4]([N:6]2[C:10]3=[N:11][CH:12]=[CH:13][N:14]=[C:9]3[C:8]([CH3:16])([CH3:15])[C:7]2=[O:17])[CH2:3]1.Cl[C:19]1[O:20][C:21]2[CH:27]=[CH:26][CH:25]=[CH:24][C:22]=2[N:23]=1.C(N(C(C)C)CC)(C)C. The catalyst is CS(C)=O. The product is [O:20]1[C:21]2[CH:27]=[CH:26][CH:25]=[CH:24][C:22]=2[N:23]=[C:19]1[NH:1][C@H:2]1[CH2:5][C@H:4]([N:6]2[C:10]3=[N:11][CH:12]=[CH:13][N:14]=[C:9]3[C:8]([CH3:15])([CH3:16])[C:7]2=[O:17])[CH2:3]1. The yield is 0.129. (7) The reactants are Cl[C:2]1[N:3]([C@@H:15]2[O:21][C@H:20]([CH2:22][O:23]C(=O)C)[C@@H:18]([OH:19])[C@H:16]2[OH:17])[C:4]2[C:9]([C:10]=1[CH:11]=[O:12])=[CH:8][C:7]([Cl:13])=[C:6]([Cl:14])[CH:5]=2.[CH3:27][O-:28].[Na+].CO.C(Cl)(Cl)Cl.CO.O. The catalyst is CO. The product is [Cl:13][C:7]1[CH:8]=[C:9]2[C:4](=[CH:5][C:6]=1[Cl:14])[N:3]([C@@H:15]1[O:21][C@H:20]([CH2:22][OH:23])[C@@H:18]([OH:19])[C@H:16]1[OH:17])[C:2]([O:28][CH3:27])=[C:10]2[CH:11]=[O:12]. The yield is 0.420. (8) The reactants are [CH3:1][O:2][C:3]1[CH:4]=[C:5]2[C:10](=[CH:11][C:12]=1[O:13][CH3:14])[N:9]=[CH:8][CH:7]=[C:6]2[O:15][C:16]1[C:21]([CH3:22])=[CH:20][C:19]([NH:23][C:24](=O)[CH2:25][CH2:26][O:27][C:28]2[CH:33]=[CH:32][CH:31]=[CH:30][CH:29]=2)=[C:18]([CH3:35])[CH:17]=1.Cl.[OH-].[Na+]. The catalyst is O1CCCC1. The product is [CH3:1][O:2][C:3]1[CH:4]=[C:5]2[C:10](=[CH:11][C:12]=1[O:13][CH3:14])[N:9]=[CH:8][CH:7]=[C:6]2[O:15][C:16]1[C:21]([CH3:22])=[CH:20][C:19]([NH:23][CH2:24][CH2:25][CH2:26][O:27][C:28]2[CH:33]=[CH:32][CH:31]=[CH:30][CH:29]=2)=[C:18]([CH3:35])[CH:17]=1. The yield is 0.0800. (9) The reactants are C(N(CC)CC)C.[CH3:8][C:9]1[N:10]([CH2:20][CH2:21][OH:22])[CH:11]=[C:12]([C:14]2[CH:19]=[CH:18][CH:17]=[CH:16][CH:15]=2)[CH:13]=1.[C:23](Cl)(=[O:25])[CH3:24]. The catalyst is ClCCl. The product is [C:23]([O:22][CH2:21][CH2:20][N:10]1[CH:11]=[C:12]([C:14]2[CH:19]=[CH:18][CH:17]=[CH:16][CH:15]=2)[CH:13]=[C:9]1[CH3:8])(=[O:25])[CH3:24]. The yield is 0.960.